This data is from Full USPTO retrosynthesis dataset with 1.9M reactions from patents (1976-2016). The task is: Predict the reactants needed to synthesize the given product. (1) Given the product [CH2:20]([O:22][C:23](=[O:47])[CH2:24][C@@H:25]([C:39]1[CH:40]=[N:41][C:42]([O:45][CH3:46])=[CH:43][CH:44]=1)[N:26]([CH3:1])[S:27]([C:30]1[CH:31]=[CH:32][C:33]([N+:36]([O-:38])=[O:37])=[CH:34][CH:35]=1)(=[O:28])=[O:29])[CH3:21], predict the reactants needed to synthesize it. The reactants are: [C:1]1(P(C2C=CC=CC=2)C2C=CC=CC=2)C=CC=CC=1.[CH2:20]([O:22][C:23](=[O:47])[CH2:24][C@@H:25]([C:39]1[CH:40]=[N:41][C:42]([O:45][CH3:46])=[CH:43][CH:44]=1)[NH:26][S:27]([C:30]1[CH:35]=[CH:34][C:33]([N+:36]([O-:38])=[O:37])=[CH:32][CH:31]=1)(=[O:29])=[O:28])[CH3:21].N(C(OCC)=O)=NC(OCC)=O. (2) Given the product [NH2:12][C@@H:10]([CH3:11])[C:9]([N:8]([CH2:1][C:2]1[CH:7]=[CH:6][CH:5]=[CH:4][CH:3]=1)[CH3:21])=[O:20], predict the reactants needed to synthesize it. The reactants are: [CH2:1]([N:8]([CH3:21])[C:9](=[O:20])[C@@H:10]([NH:12]C(=O)OC(C)(C)C)[CH3:11])[C:2]1[CH:7]=[CH:6][CH:5]=[CH:4][CH:3]=1.C(O)(C(F)(F)F)=O. (3) Given the product [CH3:23][O:22][C:20]1[CH:19]=[CH:18][C:17]2[CH:11]([CH2:10][CH2:9][OH:8])[CH:12]([C:24]3[CH:29]=[CH:28][C:27]([O:30][CH3:31])=[CH:26][CH:25]=3)[CH2:13][CH2:14][CH2:15][C:16]=2[CH:21]=1, predict the reactants needed to synthesize it. The reactants are: C([O:8][CH2:9][CH2:10][C:11]1[C:17]2[CH:18]=[CH:19][C:20]([O:22][CH3:23])=[CH:21][C:16]=2[CH2:15][CH2:14][CH2:13][C:12]=1[C:24]1[CH:29]=[CH:28][C:27]([O:30][CH3:31])=[CH:26][CH:25]=1)C1C=CC=CC=1. (4) Given the product [CH3:2][NH:3][C:4]([C:6]1[CH:7]=[C:8]([O:12][C:13]2[CH:18]=[CH:17][C:16]([NH:19][C:20]([NH:22][C:23]3[CH:24]=[CH:25][C:26]([Cl:33])=[C:27]([C:29]([F:32])([F:30])[F:31])[CH:28]=3)=[O:21])=[CH:15][CH:14]=2)[CH:9]=[CH:10][N:11]=1)=[O:5].[BrH:1], predict the reactants needed to synthesize it. The reactants are: [BrH:1].[CH3:2][NH:3][C:4]([C:6]1[CH:7]=[C:8]([O:12][C:13]2[CH:14]=[CH:15][C:16]([NH:19][C:20]([NH:22][C:23]3[CH:24]=[CH:25][C:26]([Cl:33])=[C:27]([C:29]([F:32])([F:31])[F:30])[CH:28]=3)=[O:21])=[CH:17][CH:18]=2)[CH:9]=[CH:10][N:11]=1)=[O:5].C(OC(C)C)(C)C.